Task: Predict the reactants needed to synthesize the given product.. Dataset: Full USPTO retrosynthesis dataset with 1.9M reactions from patents (1976-2016) (1) Given the product [CH2:13]([O:12][C:10]1[CH:9]=[C:4]([CH:3]=[C:2]([O:1][CH:29]2[CH2:33][CH2:32][N:31]([CH3:34])[C:30]2=[O:35])[CH:11]=1)[C:5]([O:7][CH3:8])=[O:6])[C:14]1[CH:19]=[CH:18][CH:17]=[CH:16][CH:15]=1, predict the reactants needed to synthesize it. The reactants are: [OH:1][C:2]1[CH:3]=[C:4]([CH:9]=[C:10]([O:12][CH2:13][C:14]2[CH:19]=[CH:18][CH:17]=[CH:16][CH:15]=2)[CH:11]=1)[C:5]([O:7][CH3:8])=[O:6].N#N.C(=O)([O-])[O-].[K+].[K+].Br[CH:29]1[CH2:33][CH2:32][N:31]([CH3:34])[C:30]1=[O:35]. (2) Given the product [CH3:5][C:6]1([CH3:12])[CH2:10][CH2:9][CH:8]([C:13](=[O:19])[C:14]([O:16][CH2:17][CH3:18])=[O:15])[C:7]1=[O:11], predict the reactants needed to synthesize it. The reactants are: [O-]CC.[Na+].[CH3:5][C:6]1([CH3:12])[CH2:10][CH2:9][CH2:8][C:7]1=[O:11].[C:13](OCC)(=[O:19])[C:14]([O:16][CH2:17][CH3:18])=[O:15]. (3) Given the product [CH:30]([O:29][P:28]([CH2:34][O:1][CH2:2][CH2:3][C:4]1[C:12]([O:13][CH2:14][CH2:15][Si:16]([CH3:19])([CH3:18])[CH3:17])=[C:11]2[C:7](=[C:6]([CH3:21])[C:5]=1[O:22][CH3:23])[CH2:8][O:9][C:10]2=[O:20])(=[O:33])[O:27][CH:24]([CH3:26])[CH3:25])([CH3:32])[CH3:31], predict the reactants needed to synthesize it. The reactants are: [OH:1][CH2:2][CH2:3][C:4]1[C:12]([O:13][CH2:14][CH2:15][Si:16]([CH3:19])([CH3:18])[CH3:17])=[C:11]2[C:7]([CH2:8][O:9][C:10]2=[O:20])=[C:6]([CH3:21])[C:5]=1[O:22][CH3:23].[CH:24]([O:27][P:28]([CH2:34]Br)(=[O:33])[O:29][CH:30]([CH3:32])[CH3:31])([CH3:26])[CH3:25].CC(C)([O-])C.[Li+]. (4) Given the product [F:24][C:20]1[CH:21]=[CH:22][CH:23]=[C:2]([F:1])[C:3]=1[CH2:4][O:5][C:6]1[N:11]2[N:12]=[C:13]([CH3:18])[C:14]([C:15]([NH:54][CH2:55][C@H:56]3[CH2:57][CH2:58][C@H:59]([C:62]([O:64][CH3:65])=[O:63])[CH2:60][CH2:61]3)=[O:17])=[C:10]2[CH:9]=[C:8]([CH3:19])[CH:7]=1, predict the reactants needed to synthesize it. The reactants are: [F:1][C:2]1[CH:23]=[CH:22][CH:21]=[C:20]([F:24])[C:3]=1[CH2:4][O:5][C:6]1[N:11]2[N:12]=[C:13]([CH3:18])[C:14]([C:15]([OH:17])=O)=[C:10]2[CH:9]=[C:8]([CH3:19])[CH:7]=1.CN(C(ON1N=NC2C=CC=CC1=2)=[N+](C)C)C.[B-](F)(F)(F)F.CN1CCOCC1.[NH2:54][CH2:55][C@H:56]1[CH2:61][CH2:60][C@H:59]([C:62]([O:64][CH3:65])=[O:63])[CH2:58][CH2:57]1.C(O)(C(F)(F)F)=O. (5) The reactants are: [C:1]1([CH3:14])[CH:6]=[C:5]([CH3:7])[CH:4]=[C:3]([CH3:8])[C:2]=1[S:9]([O:12][NH2:13])(=[O:11])=[O:10].[NH2:15][C:16]1[CH:21]=[CH:20][CH:19]=[C:18]([CH3:22])[N:17]=1. Given the product [NH2:13][N:17]1[C:18]([CH3:22])=[CH:19][CH:20]=[CH:21][C:16]1=[NH2+:15].[CH3:8][C:3]1[CH:4]=[C:5]([CH3:7])[CH:6]=[C:1]([CH3:14])[C:2]=1[S:9]([O-:12])(=[O:11])=[O:10], predict the reactants needed to synthesize it.